This data is from Reaction yield outcomes from USPTO patents with 853,638 reactions. The task is: Predict the reaction yield, written as a fraction of the theoretical maximum amount of product (1.0 means a 100% yield; for example, 0.34 means a 34% yield). (1) The reactants are [CH3:1][C:2]1[NH:6][C:5]2[C:7]([C:17]([O:19][CH3:20])=[O:18])=[CH:8][C:9]([N:11]3[CH2:16][CH2:15][O:14][CH2:13][CH2:12]3)=[CH:10][C:4]=2[N:3]=1.Br[CH2:22][C:23]1[C:32]2[C:27](=[CH:28][CH:29]=[CH:30][CH:31]=2)[CH:26]=[CH:25][CH:24]=1.C([O-])([O-])=O.[K+].[K+]. The catalyst is O. The product is [CH3:1][C:2]1[N:3]([CH2:22][C:23]2[C:32]3[C:27](=[CH:28][CH:29]=[CH:30][CH:31]=3)[CH:26]=[CH:25][CH:24]=2)[C:4]2[CH:10]=[C:9]([N:11]3[CH2:12][CH2:13][O:14][CH2:15][CH2:16]3)[CH:8]=[C:7]([C:17]([O:19][CH3:20])=[O:18])[C:5]=2[N:6]=1. The yield is 0.740. (2) The yield is 0.557. The catalyst is C(Cl)Cl. The product is [CH2:11]([O:18][CH2:19][CH:20]([O:9][C:8]([C:5]1[CH:4]=[N:3][C:2]([Cl:1])=[CH:7][N:6]=1)=[O:10])[CH2:21][O:22][CH2:23][C:24]1[CH:25]=[CH:26][CH:27]=[CH:28][CH:29]=1)[C:12]1[CH:13]=[CH:14][CH:15]=[CH:16][CH:17]=1. The reactants are [Cl:1][C:2]1[N:3]=[CH:4][C:5]([C:8]([OH:10])=[O:9])=[N:6][CH:7]=1.[CH2:11]([O:18][CH2:19][CH:20](O)[CH2:21][O:22][CH2:23][C:24]1[CH:29]=[CH:28][CH:27]=[CH:26][CH:25]=1)[C:12]1[CH:17]=[CH:16][CH:15]=[CH:14][CH:13]=1.O=C1N(P(Cl)(N2CCOC2=O)=O)CCO1.C(N(CC)CC)C. (3) The reactants are [CH3:1][N:2]1[CH2:7][CH2:6][N:5]([C:8]2[CH:13]=[CH:12][C:11]([NH:14][C:15]3[N:20]=[CH:19][C:18]4=[CH:21][CH:22]=[C:23]([C:24]5[CH:25]=[C:26]([CH2:30]O)[CH:27]=[CH:28][CH:29]=5)[N:17]4[N:16]=3)=[CH:10][CH:9]=2)[CH2:4][CH2:3]1.C(N(CC)CC)C.CS(Cl)(=O)=O.S([O-])(=O)(=O)C.[CH3:49][NH:50][S:51]([CH3:54])(=[O:53])=[O:52].[H-].[Na+]. The catalyst is CN(C)C=O. The product is [CH3:49][N:50]([CH2:30][C:26]1[CH:27]=[CH:28][CH:29]=[C:24]([C:23]2[N:17]3[C:18]([CH:19]=[N:20][C:15]([NH:14][C:11]4[CH:10]=[CH:9][C:8]([N:5]5[CH2:4][CH2:3][N:2]([CH3:1])[CH2:7][CH2:6]5)=[CH:13][CH:12]=4)=[N:16]3)=[CH:21][CH:22]=2)[CH:25]=1)[S:51]([CH3:54])(=[O:53])=[O:52]. The yield is 0.550.